Dataset: Reaction yield outcomes from USPTO patents with 853,638 reactions. Task: Predict the reaction yield, written as a fraction of the theoretical maximum amount of product (1.0 means a 100% yield; for example, 0.34 means a 34% yield). The reactants are [NH:1]1[CH:5]=[CH:4][N:3]=[CH:2]1.Cl[C:7]1[CH:12]=CC=CC=1.[OH-:13].[Na+]. The catalyst is O. The product is [C:5]([N:1]1[CH:7]=[CH:12][N:3]=[CH:2]1)([N:1]1[CH:5]=[CH:4][N:3]=[CH:2]1)=[O:13]. The yield is 0.880.